Dataset: Full USPTO retrosynthesis dataset with 1.9M reactions from patents (1976-2016). Task: Predict the reactants needed to synthesize the given product. (1) Given the product [Br:12][C:3]1[C:4]2[S:9][C:8]([C:25](=[O:24])[CH2:26][CH2:27][CH2:28][CH2:42][CH2:14][CH2:15][CH2:16][CH2:17][CH2:18][CH3:13])=[C:7]([Br:11])[C:5]=2[S:6][C:2]=1[C:29](=[O:40])[CH2:30][CH2:31][CH2:32][CH2:33][CH2:34][CH2:35][CH2:36][CH2:37][CH2:38][CH3:39], predict the reactants needed to synthesize it. The reactants are: Br[C:2]1[S:6][C:5]2[C:7]([Br:11])=[C:8](Br)[S:9][C:4]=2[C:3]=1[Br:12].[C:13]1([Li])[CH:18]=[CH:17][CH:16]=[CH:15][CH:14]=1.C([O:24][CH2:25][CH2:26][CH2:27][CH3:28])CCC.[C:29](Cl)(=[O:40])[CH2:30][CH2:31][CH2:32][CH2:33][CH2:34][CH2:35][CH2:36][CH2:37][CH2:38][CH3:39].[CH2:42]1COCC1. (2) Given the product [CH3:21][N:22]([CH3:24])[CH:23]=[CH:2][C:1]([C:4]1[CH:13]=[CH:12][CH:11]=[C:10]2[C:5]=1[CH2:6][CH2:7][N:8]1[C:18](=[O:19])[CH2:17][NH:16][C:15](=[O:20])[CH:14]=[C:9]12)=[O:3], predict the reactants needed to synthesize it. The reactants are: [C:1]([C:4]1[CH:13]=[CH:12][CH:11]=[C:10]2[C:5]=1[CH2:6][CH2:7][N:8]1[C:18](=[O:19])[CH2:17][NH:16][C:15](=[O:20])[CH:14]=[C:9]12)(=[O:3])[CH3:2].[CH3:21][N:22]([CH:24](OC)OC)[CH3:23]. (3) Given the product [I:11][C:6]1[NH:5][C:4]([C:7]#[N:8])=[N:3][C:2]=1[CH3:1], predict the reactants needed to synthesize it. The reactants are: [CH3:1][C:2]1[N:3]=[C:4]([C:7]#[N:8])[NH:5][CH:6]=1.[OH-].[Na+].[I:11]I. (4) The reactants are: [CH3:1][O:2][C:3]1[CH:8]=[CH:7][C:6]([S:9]([N:12]2[CH2:17][CH2:16][N:15]([CH2:18][C:19]3[NH:28][C:27](=O)[C:26]4[C:21](=[CH:22][CH:23]=[CH:24][CH:25]=4)[N:20]=3)[CH2:14][CH2:13]2)(=[O:11])=[O:10])=[CH:5][CH:4]=1.[NH:30]1[CH2:35][CH2:34][CH2:33][CH2:32][CH2:31]1. Given the product [CH3:1][O:2][C:3]1[CH:4]=[CH:5][C:6]([S:9]([N:12]2[CH2:13][CH2:14][N:15]([CH2:18][C:19]3[N:28]=[C:27]([N:30]4[CH2:35][CH2:34][CH2:33][CH2:32][CH2:31]4)[C:26]4[C:21](=[CH:22][CH:23]=[CH:24][CH:25]=4)[N:20]=3)[CH2:16][CH2:17]2)(=[O:11])=[O:10])=[CH:7][CH:8]=1, predict the reactants needed to synthesize it.